This data is from NCI-60 drug combinations with 297,098 pairs across 59 cell lines. The task is: Regression. Given two drug SMILES strings and cell line genomic features, predict the synergy score measuring deviation from expected non-interaction effect. (1) Drug 1: C1=C(C(=O)NC(=O)N1)F. Drug 2: CCC(=C(C1=CC=CC=C1)C2=CC=C(C=C2)OCCN(C)C)C3=CC=CC=C3.C(C(=O)O)C(CC(=O)O)(C(=O)O)O. Cell line: OVCAR-8. Synergy scores: CSS=33.3, Synergy_ZIP=-9.77, Synergy_Bliss=-7.49, Synergy_Loewe=-9.78, Synergy_HSA=-8.23. (2) Drug 1: CC1OCC2C(O1)C(C(C(O2)OC3C4COC(=O)C4C(C5=CC6=C(C=C35)OCO6)C7=CC(=C(C(=C7)OC)O)OC)O)O. Drug 2: C1=CC(=C(C=C1I)F)NC2=C(C=CC(=C2F)F)C(=O)NOCC(CO)O. Cell line: NCI-H460. Synergy scores: CSS=58.4, Synergy_ZIP=2.21, Synergy_Bliss=1.51, Synergy_Loewe=6.92, Synergy_HSA=8.03.